From a dataset of Reaction yield outcomes from USPTO patents with 853,638 reactions. Predict the reaction yield, written as a fraction of the theoretical maximum amount of product (1.0 means a 100% yield; for example, 0.34 means a 34% yield). The reactants are [CH:1]([C@H:14]1[O:19][CH2:18][C@@H:17]([NH2:20])[CH2:16][CH2:15]1)([C:8]1[CH:13]=[CH:12][CH:11]=[CH:10][CH:9]=1)[C:2]1[CH:7]=[CH:6][CH:5]=[CH:4][CH:3]=1.[Cl:21][C:22]1[CH:23]=[C:24]([CH:27]=[CH:28][C:29]=1[Cl:30])[CH:25]=O.C(O)(=O)C.[BH3-]C#N.[Na+]. The catalyst is ClCCCl.CO. The product is [CH:1]([C@H:14]1[O:19][CH2:18][C@@H:17]([NH:20][CH2:25][C:24]2[CH:27]=[CH:28][C:29]([Cl:30])=[C:22]([Cl:21])[CH:23]=2)[CH2:16][CH2:15]1)([C:8]1[CH:13]=[CH:12][CH:11]=[CH:10][CH:9]=1)[C:2]1[CH:3]=[CH:4][CH:5]=[CH:6][CH:7]=1. The yield is 0.750.